From a dataset of Catalyst prediction with 721,799 reactions and 888 catalyst types from USPTO. Predict which catalyst facilitates the given reaction. Reactant: [F:1][C:2]([F:19])([F:18])[C:3]1[CH:8]=[CH:7][C:6]([C:9]2[C:10]([C:15]([OH:17])=O)=[CH:11][CH:12]=[CH:13][CH:14]=2)=[CH:5][CH:4]=1.[CH3:20][O:21][C:22]([C:24]1[CH:25]=[C:26]2[C:30](=[CH:31][CH:32]=1)[NH:29][CH2:28][CH2:27]2)=[O:23].C1CN([P+](Br)(N2CCCC2)N2CCCC2)CC1.F[P-](F)(F)(F)(F)F.CCN(C(C)C)C(C)C. The catalyst class is: 2. Product: [CH3:20][O:21][C:22]([C:24]1[CH:25]=[C:26]2[C:30](=[CH:31][CH:32]=1)[N:29]([C:15]([C:10]1[C:9]([C:6]3[CH:5]=[CH:4][C:3]([C:2]([F:1])([F:19])[F:18])=[CH:8][CH:7]=3)=[CH:14][CH:13]=[CH:12][CH:11]=1)=[O:17])[CH2:28][CH2:27]2)=[O:23].